Dataset: Forward reaction prediction with 1.9M reactions from USPTO patents (1976-2016). Task: Predict the product of the given reaction. (1) The product is: [C:30]([O:33][CH2:34][CH2:35][C:36]1[C:40]([Cl:41])=[C:39]([NH:42][C:43]([NH:20][C@H:12]2[C@H:11]([C:6]3[CH:7]=[CH:8][C:9]([F:10])=[C:4]([F:3])[CH:5]=3)[CH2:15][N:14]([CH2:16][CH2:17][O:18][CH3:19])[CH2:13]2)=[O:44])[N:38]([C:52]2[CH:53]=[CH:54][CH:55]=[CH:56][CH:57]=2)[N:37]=1)(=[O:32])[CH3:31]. Given the reactants Cl.Cl.[F:3][C:4]1[CH:5]=[C:6]([C@@H:11]2[CH2:15][N:14]([CH2:16][CH2:17][O:18][CH3:19])[CH2:13][C@H:12]2[NH2:20])[CH:7]=[CH:8][C:9]=1[F:10].CCN(C(C)C)C(C)C.[C:30]([O:33][CH2:34][CH2:35][C:36]1[C:40]([Cl:41])=[C:39]([NH:42][C:43](OC2C=CC=CC=2)=[O:44])[N:38]([C:52]2[CH:57]=[CH:56][CH:55]=[CH:54][CH:53]=2)[N:37]=1)(=[O:32])[CH3:31].ClC1C(CCOC(OC2C=CC=CC=2)=O)=NN(C2C=CC=CC=2)C=1NC(=O)OC1C=CC=CC=1, predict the reaction product. (2) Given the reactants [OH:1][N:2]1[C:10](=[O:11])[C:9]2[C:4](=[CH:5][CH:6]=[CH:7][CH:8]=2)[C:3]1=[O:12].Br[CH2:14][CH:15]1[CH2:17][CH2:16]1.CCN(CC)CC, predict the reaction product. The product is: [CH:15]1([CH2:14][O:1][N:2]2[C:10](=[O:11])[C:9]3[C:4](=[CH:5][CH:6]=[CH:7][CH:8]=3)[C:3]2=[O:12])[CH2:17][CH2:16]1. (3) Given the reactants [CH3:1][O:2][C:3]1[CH:8]=[CH:7][C:6]([C:9]2[C:17]3[C:12](=[C:13]4[CH:20]=[CH:19][NH:18][C:14]4=[N:15][CH:16]=3)[N:11]([CH3:21])[N:10]=2)=[CH:5][CH:4]=1.C1C(=O)N([Br:29])C(=O)C1, predict the reaction product. The product is: [Br:29][C:20]1[C:13]2[C:14](=[N:15][CH:16]=[C:17]3[C:9]([C:6]4[CH:5]=[CH:4][C:3]([O:2][CH3:1])=[CH:8][CH:7]=4)=[N:10][N:11]([CH3:21])[C:12]3=2)[NH:18][CH:19]=1. (4) Given the reactants [OH:1][C:2]1[CH:15]=[CH:14][CH:13]=[CH:12][C:3]=1[C:4]([C:6]1[CH:11]=[CH:10][CH:9]=[CH:8][CH:7]=1)=O.[C:16](#[N:20])[CH2:17][C:18]#[N:19].N1CCCCC1, predict the reaction product. The product is: [C:18]([C:17]1[C:16](=[NH:20])[O:1][C:2]2[C:3]([C:4]=1[C:6]1[CH:11]=[CH:10][CH:9]=[CH:8][CH:7]=1)=[CH:12][CH:13]=[CH:14][CH:15]=2)#[N:19]. (5) Given the reactants [Cl:1][CH2:2][C:3](Cl)=[O:4].[I:6][C:7]1[CH:8]=[N:9][N:10]([CH:12]2[CH2:17][CH2:16][CH:15]([NH:18][CH2:19][CH2:20][OH:21])[CH2:14][CH2:13]2)[CH:11]=1.CCN(C(C)C)C(C)C.Cl, predict the reaction product. The product is: [Cl:1][CH2:2][C:3]([N:18]([CH2:19][CH2:20][OH:21])[CH:15]1[CH2:14][CH2:13][CH:12]([N:10]2[CH:11]=[C:7]([I:6])[CH:8]=[N:9]2)[CH2:17][CH2:16]1)=[O:4]. (6) The product is: [C:28]([O:32][C:33]([N:35]1[CH2:40][CH2:39][N:38]([C:41]2[CH:42]=[CH:43][C:44]([NH:47][C:13]3[N:14]=[CH:15][C:10]4[CH:9]=[C:8]([CH:19]([C:21]5[CH:26]=[CH:25][CH:24]=[CH:23][CH:22]=5)[CH3:20])[C:7](=[O:27])[N:6]([CH:1]5[CH2:5][CH2:4][CH2:3][CH2:2]5)[C:11]=4[N:12]=3)=[CH:45][CH:46]=2)[CH2:37][CH2:36]1)=[O:34])([CH3:31])([CH3:29])[CH3:30]. Given the reactants [CH:1]1([N:6]2[C:11]3[N:12]=[C:13](S(C)=O)[N:14]=[CH:15][C:10]=3[CH:9]=[C:8]([CH:19]([C:21]3[CH:26]=[CH:25][CH:24]=[CH:23][CH:22]=3)[CH3:20])[C:7]2=[O:27])[CH2:5][CH2:4][CH2:3][CH2:2]1.[C:28]([O:32][C:33]([N:35]1[CH2:40][CH2:39][N:38]([C:41]2[CH:46]=[CH:45][C:44]([NH2:47])=[CH:43][CH:42]=2)[CH2:37][CH2:36]1)=[O:34])([CH3:31])([CH3:30])[CH3:29], predict the reaction product. (7) The product is: [CH3:1][O:2][C:3]([C:5]1[C:6]([O:13][CH3:14])=[N:7][C:8]([C:24]2[C:25]([CH2:29][CH3:30])=[CH:26][CH:27]=[CH:28][C:23]=2[CH2:21][CH3:22])=[N:9][C:10]=1[CH3:11])=[O:4]. Given the reactants [CH3:1][O:2][C:3]([C:5]1[C:6]([O:13][CH3:14])=[N:7][C:8](Cl)=[N:9][C:10]=1[CH3:11])=[O:4].C(=O)([O-])[O-].[K+].[K+].[CH2:21]([C:23]1[CH:28]=[CH:27][CH:26]=[C:25]([CH2:29][CH3:30])[C:24]=1B(O)O)[CH3:22], predict the reaction product.